This data is from Reaction yield outcomes from USPTO patents with 853,638 reactions. The task is: Predict the reaction yield, written as a fraction of the theoretical maximum amount of product (1.0 means a 100% yield; for example, 0.34 means a 34% yield). (1) The reactants are Cl.[NH2:2][C:3]1[N:7]([C:8]2[CH:9]=[C:10]([CH2:14][OH:15])[CH:11]=[CH:12][CH:13]=2)[N:6]=[C:5]([C:16]([CH3:19])([CH3:18])[CH3:17])[CH:4]=1.N1C=CN=C1.[CH3:25][C:26]([Si:29](Cl)(C)[CH3:30])([CH3:28])[CH3:27]. The catalyst is CN(C=O)C. The product is [C:16]([C:5]1[CH:4]=[C:3]([NH2:2])[N:7]([C:8]2[CH:13]=[CH:12][CH:11]=[C:10]([CH2:14][O:15][SiH:29]([C:26]([CH3:28])([CH3:27])[CH3:25])[CH3:30])[CH:9]=2)[N:6]=1)([CH3:19])([CH3:18])[CH3:17]. The yield is 0.360. (2) The reactants are [CH3:1][O:2][C:3]1[CH:4]=[C:5]([CH:8]=[CH:9][C:10]=1[O:11][CH2:12][C:13]1[CH:18]=[CH:17][CH:16]=[CH:15][CH:14]=1)[C:6]#[N:7].[N+:19]([O-])([OH:21])=[O:20].[K]. The catalyst is C(O)(=O)C. The product is [N+:19]([C:8]1[CH:9]=[C:10]([O:11][CH2:12][C:13]2[CH:18]=[CH:17][CH:16]=[CH:15][CH:14]=2)[C:3]([O:2][CH3:1])=[CH:4][C:5]=1[C:6]#[N:7])([O-:21])=[O:20]. The yield is 0.640. (3) The yield is 0.260. The catalyst is CCOC(C)=O.C(Cl)Cl. The reactants are COC1C=CC([C:9]2[S:13][C:12]3[CH:14]=[CH:15][CH:16]=[CH:17][C:11]=3[CH:10]=2)=CC=1.COC1C=C(C=C(OC)C=1OC)C(Cl)=O.[Al+3].[Cl-].[Cl-].[Cl-].O. The product is [S:13]1[CH:9]=[CH:10][C:11]2[CH:17]=[CH:16][CH:15]=[CH:14][C:12]1=2. (4) The reactants are [CH2:1]([S:3](Cl)(=[O:5])=[O:4])[CH3:2].Cl.[Br:8][C:9]1[CH:10]=[C:11]2[C:15](=[C:16]([C:18]([NH2:20])=[O:19])[CH:17]=1)[NH:14][CH:13]=[C:12]2[CH:21]1[CH2:26][CH2:25][NH:24][CH2:23][CH2:22]1.C(N(CC)CC)C.CCOC(C)=O.O. The catalyst is CN(C=O)C. The product is [Br:8][C:9]1[CH:10]=[C:11]2[C:15](=[C:16]([C:18]([NH2:20])=[O:19])[CH:17]=1)[NH:14][CH:13]=[C:12]2[CH:21]1[CH2:26][CH2:25][N:24]([S:3]([CH2:1][CH3:2])(=[O:5])=[O:4])[CH2:23][CH2:22]1. The yield is 0.830. (5) The product is [CH3:21][C:16]([CH3:20])([O:15][C:12]1[CH:13]=[CH:14][C:9]([N:8]2[C:7](=[O:22])[C:6]([CH2:23][C:24]3[CH:29]=[CH:28][C:27]([C:30]4[CH:35]=[CH:34][CH:33]=[CH:32][C:31]=4[C:36]4[NH:40][C:39](=[O:41])[O:38][N:37]=4)=[CH:26][CH:25]=3)=[C:5]([CH2:42][CH2:43][CH3:44])[N:4]=[C:3]2[CH2:1][CH3:2])=[CH:10][CH:11]=1)[C:17](=[O:19])[CH3:18]. The catalyst is ClCCl.O. The reactants are [CH2:1]([C:3]1[N:8]([C:9]2[CH:14]=[CH:13][C:12]([O:15][C:16]([CH3:21])([CH3:20])[CH:17]([OH:19])[CH3:18])=[CH:11][CH:10]=2)[C:7](=[O:22])[C:6]([CH2:23][C:24]2[CH:29]=[CH:28][C:27]([C:30]3[CH:35]=[CH:34][CH:33]=[CH:32][C:31]=3[C:36]3[NH:40][C:39](=[O:41])[O:38][N:37]=3)=[CH:26][CH:25]=2)=[C:5]([CH2:42][CH2:43][CH3:44])[N:4]=1)[CH3:2].CC(OI1(OC(C)=O)(OC(C)=O)OC(=O)C2C1=CC=CC=2)=O.C(OCC)(=O)C.S([O-])([O-])(=O)=S.[Na+].[Na+]. The yield is 0.890. (6) The yield is 0.740. The product is [C:1]1([S:7]([N:10]2[C:14]3=[N:15][CH:16]=[C:17]([Cl:19])[CH:18]=[C:13]3[C:12]([CH2:20][C:21]3[CH:22]=[N:23][C:24]([NH:37][CH2:36][C:35]4[CH:38]=[CH:39][C:32]([Cl:31])=[CH:33][CH:34]=4)=[N:25][CH:26]=3)=[CH:11]2)(=[O:9])=[O:8])[CH:6]=[CH:5][CH:4]=[CH:3][CH:2]=1. The reactants are [C:1]1([S:7]([N:10]2[C:14]3=[N:15][CH:16]=[C:17]([Cl:19])[CH:18]=[C:13]3[C:12]([CH2:20][C:21]3[CH:22]=[N:23][C:24](S(C)(=O)=O)=[N:25][CH:26]=3)=[CH:11]2)(=[O:9])=[O:8])[CH:6]=[CH:5][CH:4]=[CH:3][CH:2]=1.[Cl:31][C:32]1[CH:39]=[CH:38][C:35]([CH2:36][NH2:37])=[CH:34][CH:33]=1.O. The catalyst is CN1CCCC1=O. (7) The reactants are Br[C:2]1[CH:7]=[CH:6][C:5]([N:8]2[CH:12]=[CH:11][CH:10]=[N:9]2)=[CH:4][CH:3]=1.[B:13]1([B:13]2[O:17][C:16]([CH3:19])([CH3:18])[C:15]([CH3:21])([CH3:20])[O:14]2)[O:17][C:16]([CH3:19])([CH3:18])[C:15]([CH3:21])([CH3:20])[O:14]1.C([O-])(=O)C.[K+]. The catalyst is O1CCOCC1.CCOC(C)=O.C(=O)(O)[O-].[Na+].O.C1C=CC(P(C2C=CC=CC=2)[C-]2C=CC=C2)=CC=1.C1C=CC(P(C2C=CC=CC=2)[C-]2C=CC=C2)=CC=1.Cl[Pd]Cl.[Fe+2]. The product is [CH3:20][C:15]1([CH3:21])[C:16]([CH3:19])([CH3:18])[O:17][B:13]([C:2]2[CH:7]=[CH:6][C:5]([N:8]3[CH:12]=[CH:11][CH:10]=[N:9]3)=[CH:4][CH:3]=2)[O:14]1. The yield is 1.00.